Task: Predict the product of the given reaction.. Dataset: Forward reaction prediction with 1.9M reactions from USPTO patents (1976-2016) (1) Given the reactants [Cl:1][C:2]1[CH:3]=[C:4]([NH2:20])[C:5]([NH2:19])=[CH:6][C:7]=1[O:8][C:9]1[CH:14]=[CH:13][C:12]([C:15]([F:18])([F:17])[F:16])=[CH:11][CH:10]=1.O.C(=O)(O)[O-].[Na+].[F:27][C:28]([F:36])([F:35])[C:29]([F:34])([F:33])[C:30](O)=O, predict the reaction product. The product is: [Cl:1][C:2]1[C:7]([O:8][C:9]2[CH:14]=[CH:13][C:12]([C:15]([F:18])([F:16])[F:17])=[CH:11][CH:10]=2)=[CH:6][C:5]2[NH:19][C:30]([C:29]([F:34])([F:33])[C:28]([F:36])([F:35])[F:27])=[N:20][C:4]=2[CH:3]=1. (2) Given the reactants [Cl:1][C:2]1[CH:3]=[C:4]2[C:8](=[C:9]([CH:11]=[O:12])[CH:10]=1)[NH:7][N:6]=[CH:5]2.[Br:13]Br, predict the reaction product. The product is: [Br:13][C:5]1[C:4]2[C:8](=[C:9]([CH:11]=[O:12])[CH:10]=[C:2]([Cl:1])[CH:3]=2)[NH:7][N:6]=1. (3) Given the reactants [CH3:1][O:2][C:3]1[CH:4]=[C:5]2[C:10](=[CH:11][CH:12]=1)[C:9]([O:13][C:14]1[CH:19]=[CH:18][C:17]([O:20][CH2:21][CH2:22][N:23]3[CH2:28][CH2:27][CH2:26][CH2:25][CH2:24]3)=[CH:16][CH:15]=1)=[C:8](OS(C(F)(F)F)(=O)=O)[CH:7]=[CH:6]2.[F:37][C:38]1[CH:39]=[C:40](B(O)O)[CH:41]=[C:42]([F:45])[C:43]=1[F:44].[F-].[Cs+].C1(P(C2CCCCC2)C2CCCCC2)CCCCC1, predict the reaction product. The product is: [CH3:1][O:2][C:3]1[CH:4]=[C:5]2[C:10](=[CH:11][CH:12]=1)[C:9]([O:13][C:14]1[CH:19]=[CH:18][C:17]([O:20][CH2:21][CH2:22][N:23]3[CH2:24][CH2:25][CH2:26][CH2:27][CH2:28]3)=[CH:16][CH:15]=1)=[C:8]([C:40]1[CH:39]=[C:38]([F:37])[C:43]([F:44])=[C:42]([F:45])[CH:41]=1)[CH:7]=[CH:6]2. (4) Given the reactants [CH:1]12[NH:8][CH:5]([CH2:6][CH2:7]1)[CH2:4][CH:3]([N:9]1[CH2:14][CH2:13][C:12]3([C:23]4[C:18](=[CH:19][CH:20]=[CH:21][CH:22]=4)[CH2:17][N:16]([C:24]([O:26][C:27]([CH3:30])([CH3:29])[CH3:28])=[O:25])[CH2:15]3)[CH2:11][CH2:10]1)[CH2:2]2.[C:31](Cl)(=[O:38])[O:32][C@@H:33]1[CH2:37][CH2:36][O:35][CH2:34]1.C(N(CC)CC)C.Cl, predict the reaction product. The product is: [O:35]1[CH2:36][CH2:37][C@@H:33]([O:32][C:31]([N:8]2[CH:1]3[CH2:7][CH2:6][CH:5]2[CH2:4][CH:3]([N:9]2[CH2:10][CH2:11][C:12]4([C:23]5[C:18](=[CH:19][CH:20]=[CH:21][CH:22]=5)[CH2:17][N:16]([C:24]([O:26][C:27]([CH3:30])([CH3:29])[CH3:28])=[O:25])[CH2:15]4)[CH2:13][CH2:14]2)[CH2:2]3)=[O:38])[CH2:34]1.